From a dataset of Forward reaction prediction with 1.9M reactions from USPTO patents (1976-2016). Predict the product of the given reaction. Given the reactants [CH3:1][NH:2][CH:3]1[C:12]2[C:7](=[CH:8][CH:9]=[CH:10][CH:11]=2)[CH2:6][CH2:5][CH2:4]1.C(N(CC)CC)C.[CH3:20][C:21]1[N:25]([CH2:26][C:27]([N:29]2[CH2:34][CH2:33][CH:32]([C:35]3[S:36][CH:37]=[C:38]([C:40](Cl)=[O:41])[N:39]=3)[CH2:31][CH2:30]2)=[O:28])[N:24]=[C:23]([C:43]([F:46])([F:45])[F:44])[CH:22]=1, predict the reaction product. The product is: [CH3:1][N:2]([CH:3]1[C:12]2[C:7](=[CH:8][CH:9]=[CH:10][CH:11]=2)[CH2:6][CH2:5][CH2:4]1)[C:40]([C:38]1[N:39]=[C:35]([CH:32]2[CH2:33][CH2:34][N:29]([C:27](=[O:28])[CH2:26][N:25]3[C:21]([CH3:20])=[CH:22][C:23]([C:43]([F:44])([F:46])[F:45])=[N:24]3)[CH2:30][CH2:31]2)[S:36][CH:37]=1)=[O:41].